This data is from Experimentally validated miRNA-target interactions with 360,000+ pairs, plus equal number of negative samples. The task is: Binary Classification. Given a miRNA mature sequence and a target amino acid sequence, predict their likelihood of interaction. (1) The miRNA is hsa-miR-4720-5p with sequence CCUGGCAUAUUUGGUAUAACUU. The protein sequence of the target gene is MSAAASPASERGWKSEKLDEAQALARSCAARRPDFQPCDGLSICATHSHGKCFKLHWCCHLGWCHCKYMYQPMTPVEQLPSTEIPARPREPTNTIQISVSLTEHFLKFASVFQPPLPPDSPRYCMISDLFIDNYQVKCINGKMCYVQKQPAPHSHRMSPEEVSAHDALISKESNTPKIDHCSSPSSSEDSGINAIGAHYVESCDEDTEEGAELSSEEDYSPESSWEPDECTLLSPSQSDLEVIETIETTV. Result: 0 (no interaction). (2) The miRNA is mmu-miR-3073a-3p with sequence UUGAUGUCCACUGUGACCAUAG. The protein sequence of the target gene is MKLRSSHNASKTLNANNMETLIECQSEGDIKEHPLLASCESEDSICQLIEVKKRKKVLSWPFLMRRLSPASDFSGALETDLKASLFDQPLSIICGDSDTLPRPIQDILTILCLKGPSTEGIFRRAANEKARKELKEELNSGDAVDLERLPVHLLAVVFKDFLRSIPRKLLSSDLFEEWMGALEMQDEEDRIEALKQVADKLPRPNLLLLKHLVYVLHLISKNSEVNRMDSSNLAICIGPNMLTLENDQSLSFEAQKDLNNKVKTLVEFLIDNCFEIFGENIPVHSSITSDDSLEHTDSSD.... Result: 0 (no interaction). (3) The miRNA is hsa-miR-602 with sequence GACACGGGCGACAGCUGCGGCCC. The protein sequence of the target gene is MMDNKDLEAEIHPLKNEDKKSQENPGNLPRNEDNLKSKPVPSRLSRCRTVAFFLSLFTCLFVVFVLSFIIPCPDRPSSQGTWKLDYNNAVMYDFLALGDINKDKVQDVLFLYKNTNSSNNLTRSCADEGFSTPCAFVVAVSGANGSVLWERPVAQDVALVKCAMPQTLDSDEVSSACIVVGRAGSFVAVSFFTGETLWSHPSSFSGNVSILSPLLQVPDIDGDGDGTPDLLILAQEGQEVSGALYSGSTGYQIGHRGSLGVDGDGVALLHVTRTGAQYILLPCASALCGFSVKSLYERIT.... Result: 0 (no interaction). (4) Result: 1 (interaction). The protein sequence of the target gene is MRSVSYVQRVALEFSGSLFPHAICLGDVDNDTLNELVVGDTSGKVSVYKNDDSRPWLTCSCQGMLTCVGVGDVCNKGKNLLVAVSAEGWFHLFDLTPAKVLDASGHHETLIGEEQRPVFKQHIPANTKVMLISDIDGDGCRELVVGYTDRVVRAFRWEELGEGPEHLTGQLVSLKKWMLEGQVDSLSVTLGPLGLPELMVSQPGCAYAILLCTWKKDTGSPPASEGPTDGSRETPAARDVVLHQTSGRIHNKNVSTHLIGNIKQGHGTESSGSGLFALCTLDGTLKLMEEMEEADKLLWS.... The miRNA is hsa-miR-1288-3p with sequence UGGACUGCCCUGAUCUGGAGA. (5) The miRNA is hsa-miR-4641 with sequence UGCCCAUGCCAUACUUUUGCCUCA. The protein sequence of the target gene is MSGRNNNKLPSNLPQLQNLIKRDPPAYVEEFLQQYNHYKSNMEIFKLQPNKPSKELAELVMFMAQIGQCYPEHLSNFPQELKDLLSYNHTVLDPDLRMTFCKALILLRNKNLINPSSLLELFFELLRCHDKLLRKTLYTHIVTDIKNINAKHKNNKVNVVLQNFMYTMLRDSNATAAKMSLDVMIELYRRNIWNDAKTVNVITTACFSKITKILVAALTFFLGKDEEEKQDSDSESEDDGPTARDLLVQYATGKKGSKNKKKLEKAMKVLKKQKKKKKPEVFNFSAIHLIHDPQDFAEKL.... Result: 0 (no interaction). (6) The miRNA is gga-miR-146b-3p with sequence CCCUAUGGAUUCAGUUCUGC. The protein sequence of the target gene is MLRNLLALRQIGQRTISTASRRHFKNKVPEKQKLFQEDDEIPLYLKGGVADALLYRATMILTVGGTAYAIYELAVASFPKKQE. Result: 0 (no interaction). (7) The miRNA is hsa-miR-4318 with sequence CACUGUGGGUACAUGCU. The protein sequence of the target gene is MVASARVQKLVRRYKLAIATALAILLLQGLVVWSFSGLEEDEPGEKGRQRKPRPLDPGEGSKDTDSSAGRRGSAGRRHGRWRGRAESPGVPVAKVVRAVTSRQRASRRVPPAPPPEAPGRQNLSGAAAGEALIGAPGFPQHGDTGSVEGAPQPTDNTFTPKCEIVGKDALSALARASTKQCQQEIANVVCLHQAGNLMPKSVPRHCQLAGKMSPGVQWEEIRAQQPVGGPPVRIAYMLVVHGRAIRQLKRLLKAVYHEQHFFYIHVDKRSNYLYREVVELAQHYENVRVTPWRMVTIWGG.... Result: 0 (no interaction).